From a dataset of Reaction yield outcomes from USPTO patents with 853,638 reactions. Predict the reaction yield, written as a fraction of the theoretical maximum amount of product (1.0 means a 100% yield; for example, 0.34 means a 34% yield). (1) The reactants are [CH3:1][O:2][CH2:3][C@@H:4]1[CH2:8][N:7]([C:9]([O:11][C:12]([CH3:15])([CH3:14])[CH3:13])=[O:10])[C@H:6]([C:16]2[NH:20][C:19]3[C:21]4[C:26]([CH:27]=[CH:28][C:18]=3[N:17]=2)=[CH:25][C:24]2[C:29]3[C:34]([CH2:35][O:36][C:23]=2[CH:22]=4)=[CH:33][C:32](B2OC(C)(C)C(C)(C)O2)=[CH:31][CH:30]=3)[CH2:5]1.Br[C:47]1[NH:51][C:50]([C@@H:52]2[CH2:56][C@H:55]([CH3:57])[CH2:54][N:53]2[C:58](=[O:68])[C@@H:59]([NH:63][C:64](=[O:67])[O:65][CH3:66])[CH:60]([CH3:62])[CH3:61])=[N:49][CH:48]=1.C(=O)([O-])[O-].[K+].[K+]. The catalyst is COCCOC.CN(C)C=O.[Pd].C1(P(C2C=CC=CC=2)C2C=CC=CC=2)C=CC=CC=1.C1(P(C2C=CC=CC=2)C2C=CC=CC=2)C=CC=CC=1.C1(P(C2C=CC=CC=2)C2C=CC=CC=2)C=CC=CC=1.C1(P(C2C=CC=CC=2)C2C=CC=CC=2)C=CC=CC=1.C1C=CC(P(C2C=CC=CC=2)[C-]2C=CC=C2)=CC=1.C1C=CC(P(C2C=CC=CC=2)[C-]2C=CC=C2)=CC=1.Cl[Pd]Cl.[Fe+2]. The product is [CH3:66][O:65][C:64]([NH:63][C@H:59]([C:58]([N:53]1[CH2:54][C@@H:55]([CH3:57])[CH2:56][C@H:52]1[C:50]1[NH:51][C:47]([C:32]2[CH:33]=[C:34]3[CH2:35][O:36][C:23]4[CH:22]=[C:21]5[C:26]([CH:27]=[CH:28][C:18]6[NH:17][C:16]([C@@H:6]7[CH2:5][C@H:4]([CH2:3][O:2][CH3:1])[CH2:8][N:7]7[C:9]([O:11][C:12]([CH3:13])([CH3:14])[CH3:15])=[O:10])=[N:20][C:19]=65)=[CH:25][C:24]=4[C:29]3=[CH:30][CH:31]=2)=[CH:48][N:49]=1)=[O:68])[CH:60]([CH3:62])[CH3:61])=[O:67]. The yield is 0.320. (2) The reactants are C[O:2][C:3](=[O:28])[C:4]1[CH:9]=[CH:8][C:7]([O:10][CH2:11][CH2:12][CH2:13]Br)=[CH:6][C:5]=1[NH:15][C:16](=[O:27])[C:17]1[CH:22]=[CH:21][CH:20]=[CH:19][C:18]=1[C:23]([F:26])([F:25])[F:24].[C:29]1([C:38]2[CH:43]=[CH:42][CH:41]=[CH:40][CH:39]=2)[CH:34]=[CH:33][C:32]([CH:35]=[N:36][OH:37])=[CH:31][CH:30]=1. No catalyst specified. The product is [C:29]1([C:38]2[CH:39]=[CH:40][CH:41]=[CH:42][CH:43]=2)[CH:30]=[CH:31][C:32](/[CH:35]=[N:36]/[O:37][CH2:13][CH2:12][CH2:11][O:10][C:7]2[CH:8]=[CH:9][C:4]([C:3]([OH:2])=[O:28])=[C:5]([NH:15][C:16](=[O:27])[C:17]3[CH:22]=[CH:21][CH:20]=[CH:19][C:18]=3[C:23]([F:25])([F:26])[F:24])[CH:6]=2)=[CH:33][CH:34]=1. The yield is 0.920. (3) The reactants are C(=O)([O-])[O:2][CH:3](CC=C)[C:4]1[S:5][C:6]2[CH:12]=[CH:11][C:10]([NH:13][C:14]([O:16]C(C)(C)C)=O)=[CH:9][C:7]=2[N:8]=1.[C:26]([O:30][C:31]1[CH:32]=[C:33]([CH:37]=[CH:38][CH:39]=1)C(O)=O)([CH3:29])([CH3:28])[CH3:27].C(Cl)CCl. The catalyst is CN(C1C=CN=CC=1)C.C(Cl)Cl.CN(C=O)C. The product is [C:26]([O:30][C:31]1[CH:39]=[C:38]([CH:37]=[CH:33][CH:32]=1)[C:14]([NH:13][C:10]1[CH:11]=[CH:12][C:6]2[S:5][C:4]([CH2:3][OH:2])=[N:8][C:7]=2[CH:9]=1)=[O:16])([CH3:29])([CH3:27])[CH3:28]. The yield is 0.660. (4) The reactants are [C:1]12([NH:7][C:8]3[C:13]([C:14]#[N:15])=[CH:12][N:11]=[C:10]([S:16][CH3:17])[N:9]=3)[CH2:6][CH:4]([CH2:5]1)[CH2:3][CH2:2]2.[OH:18]O.[OH-].[Na+]. The catalyst is CS(C)=O. The product is [C:1]12([NH:7][C:8]3[C:13]([C:14]([NH2:15])=[O:18])=[CH:12][N:11]=[C:10]([S:16][CH3:17])[N:9]=3)[CH2:5][CH:4]([CH2:6]1)[CH2:3][CH2:2]2. The yield is 0.930.